From a dataset of Full USPTO retrosynthesis dataset with 1.9M reactions from patents (1976-2016). Predict the reactants needed to synthesize the given product. (1) The reactants are: [S:1]1[C:5]2[CH:6]=[CH:7][CH:8]=[CH:9][C:4]=2[C:3]([N:10]2[CH2:15][CH2:14][N:13]([CH2:16][CH2:17][C:18]3[CH:19]=[C:20]4[C:24](=[CH:25][CH:26]=3)[C:23]([CH3:28])([CH3:27])[CH:22]([NH:29][CH2:30][CH3:31])[CH2:21]4)[CH2:12][CH2:11]2)=[N:2]1.C(O[C:36](=[O:38])[CH3:37])(=O)C.C(N(CC)CC)C. Given the product [S:1]1[C:5]2[CH:6]=[CH:7][CH:8]=[CH:9][C:4]=2[C:3]([N:10]2[CH2:15][CH2:14][N:13]([CH2:16][CH2:17][C:18]3[CH:19]=[C:20]4[C:24](=[CH:25][CH:26]=3)[C:23]([CH3:28])([CH3:27])[CH:22]([N:29]([CH2:30][CH3:31])[C:36](=[O:38])[CH3:37])[CH2:21]4)[CH2:12][CH2:11]2)=[N:2]1, predict the reactants needed to synthesize it. (2) Given the product [F:1][C:2]1[CH:3]=[C:4]([CH2:17][C:18]([NH2:22])=[O:20])[CH:5]=[CH:6][C:7]=1[B:8]1[O:12][C:11]([CH3:14])([CH3:13])[C:10]([CH3:16])([CH3:15])[O:9]1, predict the reactants needed to synthesize it. The reactants are: [F:1][C:2]1[CH:3]=[C:4]([CH2:17][C:18]([O:20]C)=O)[CH:5]=[CH:6][C:7]=1[B:8]1[O:12][C:11]([CH3:14])([CH3:13])[C:10]([CH3:16])([CH3:15])[O:9]1.[NH3:22]. (3) Given the product [CH2:23]([C@@:25]12[CH2:50][CH2:49][C@:48]([OH:51])([C:52]([F:55])([F:53])[F:54])[CH2:47][C@H:26]1[CH2:27][CH2:28][C:29](=[O:46])[C:30]1[C:31]2=[CH:32][C:33]2[CH:34]=[N:35][N:36]([C:39]3[CH:40]=[CH:41][C:42]([F:45])=[CH:43][CH:44]=3)[C:37]=2[CH:38]=1)[CH3:24], predict the reactants needed to synthesize it. The reactants are: CC(OI1(OC(C)=O)(OC(C)=O)OC(=O)C2C=CC=CC1=2)=O.[CH2:23]([C@@:25]12[CH2:50][CH2:49][C@@:48]([C:52]([F:55])([F:54])[F:53])([OH:51])[CH2:47][C@H:26]1[CH2:27][CH2:28][C@H:29]([OH:46])[C:30]1[C:31]2=[CH:32][C:33]2[CH:34]=[N:35][N:36]([C:39]3[CH:44]=[CH:43][C:42]([F:45])=[CH:41][CH:40]=3)[C:37]=2[CH:38]=1)[CH3:24].C([C@@]12CC[C@@](C(F)(F)F)(O)C[C@H]1CC[C@@H](O)C1C2=CC2C=NN(C3C=CC(F)=CC=3)C=2C=1)C.C([O-])(O)=O.[Na+]. (4) The reactants are: [CH3:1][S:2](Cl)(=[O:4])=[O:3].[Br:6][C:7]1[C:8]([CH2:15]O)=[N:9][C:10]([S:13][CH3:14])=[N:11][CH:12]=1.CCN(CC)CC. Given the product [Br:6][C:7]1[C:8]([CH2:15][S:2]([CH3:1])(=[O:4])=[O:3])=[N:9][C:10]([S:13][CH3:14])=[N:11][CH:12]=1, predict the reactants needed to synthesize it. (5) Given the product [NH:9]1[C:10]2[C:15](=[CH:14][CH:13]=[CH:12][CH:11]=2)[CH2:16][CH:17]([NH:18][S:19]([C:22]2[CH:23]=[CH:24][CH:25]=[CH:26][CH:27]=2)(=[O:20])=[O:21])[CH2:8]1, predict the reactants needed to synthesize it. The reactants are: [H-].[H-].[H-].[H-].[Li+].[Al+3].O=[C:8]1[CH:17]([NH:18][S:19]([C:22]2[CH:27]=[CH:26][CH:25]=[CH:24][CH:23]=2)(=[O:21])=[O:20])[CH2:16][C:15]2[C:10](=[CH:11][CH:12]=[CH:13][CH:14]=2)[NH:9]1.